This data is from Full USPTO retrosynthesis dataset with 1.9M reactions from patents (1976-2016). The task is: Predict the reactants needed to synthesize the given product. (1) Given the product [N:18]1[C:19]2[C:14](=[CH:13][C:12]([CH2:11][N:8]3[C:6]4=[N:7][C:2]([C:22](=[O:24])[CH3:23])=[CH:3][CH:4]=[C:5]4[N:10]=[N:9]3)=[CH:21][CH:20]=2)[CH:15]=[CH:16][CH:17]=1, predict the reactants needed to synthesize it. The reactants are: Cl[C:2]1[N:7]=[C:6]2[N:8]([CH2:11][C:12]3[CH:13]=[C:14]4[C:19](=[CH:20][CH:21]=3)[N:18]=[CH:17][CH:16]=[CH:15]4)[N:9]=[N:10][C:5]2=[CH:4][CH:3]=1.[CH2:22]([O:24]C([Sn](CCCC)(CCCC)CCCC)=C)[CH3:23].C1(P(C2C=CC=CC=2)C2C=CC=CC=2)C=CC=CC=1. (2) Given the product [F:1][C:2]1[C:11]([B:42]2[O:43][C:44]([CH3:46])([CH3:45])[C:40]([CH3:47])([CH3:39])[O:41]2)=[C:10]([CH3:13])[CH:9]=[CH:8][C:3]=1[C:4]([O:6][CH3:7])=[O:5], predict the reactants needed to synthesize it. The reactants are: [F:1][C:2]1[C:11](I)=[C:10]([CH3:13])[CH:9]=[CH:8][C:3]=1[C:4]([O:6][CH3:7])=[O:5].C1(C2C=CC=CC=2)C=CC=CC=1P(C1CCCCC1)C1CCCCC1.[CH3:39][C:40]1([CH3:47])[C:44]([CH3:46])([CH3:45])[O:43][BH:42][O:41]1. (3) Given the product [C:2]1([C:1]2[S:8][CH:11]=[C:12]([C:13]([OH:15])=[O:14])[N:9]=2)[CH:7]=[CH:6][CH:5]=[CH:4][CH:3]=1, predict the reactants needed to synthesize it. The reactants are: [C:1]([NH2:9])(=[S:8])[C:2]1[CH:7]=[CH:6][CH:5]=[CH:4][CH:3]=1.Br[CH2:11][C:12](=O)[C:13]([OH:15])=[O:14]. (4) Given the product [O:20]=[C:21]1[N:27]([CH:28]2[CH2:29][CH2:30][N:31]([C:34]([O:36][C@H:37]([CH2:38][C:39]3[CH:40]=[C:41]([CH3:47])[C:42]([OH:46])=[C:43]([CH3:45])[CH:44]=3)[C:48]([N:17]3[CH2:16][CH2:15][CH:14]([N:1]4[CH2:2][CH2:3][CH:4]([CH2:7][CH2:8][C:9]([O:11][CH2:12][CH3:13])=[O:10])[CH2:5][CH2:6]4)[CH2:19][CH2:18]3)=[O:49])=[O:35])[CH2:32][CH2:33]2)[CH2:26][CH2:25][C:24]2[CH:51]=[CH:52][CH:53]=[CH:54][C:23]=2[NH:22]1, predict the reactants needed to synthesize it. The reactants are: [N:1]1([CH:14]2[CH2:19][CH2:18][NH:17][CH2:16][CH2:15]2)[CH2:6][CH2:5][CH:4]([CH2:7][CH2:8][C:9]([O:11][CH2:12][CH3:13])=[O:10])[CH2:3][CH2:2]1.[O:20]=[C:21]1[N:27]([CH:28]2[CH2:33][CH2:32][N:31]([C:34]([O:36][C@@H:37]([C:48](O)=[O:49])[CH2:38][C:39]3[CH:44]=[C:43]([CH3:45])[C:42]([OH:46])=[C:41]([CH3:47])[CH:40]=3)=[O:35])[CH2:30][CH2:29]2)[CH2:26][CH2:25][C:24]2[CH:51]=[CH:52][CH:53]=[CH:54][C:23]=2[NH:22]1.CN(C(ON1N=NC2C=CC=CC1=2)=[N+](C)C)C.[B-](F)(F)(F)F.C(N(CC)CC)C.